This data is from Reaction yield outcomes from USPTO patents with 853,638 reactions. The task is: Predict the reaction yield, written as a fraction of the theoretical maximum amount of product (1.0 means a 100% yield; for example, 0.34 means a 34% yield). (1) The reactants are [F:1][C:2]1[CH:7]=[CH:6][C:5]([N:8]2[CH2:12][CH2:11][CH2:10][C@@H:9]2[C:13]2[CH:14]=[C:15]([C:30]([O:32]C)=[O:31])[CH:16]=[C:17]3[C:22]=2[O:21][C:20]([N:23]2[CH2:28][CH2:27][O:26][CH2:25][CH2:24]2)=[CH:19][C:18]3=[O:29])=[CH:4][CH:3]=1.[OH-].[Na+]. No catalyst specified. The product is [F:1][C:2]1[CH:7]=[CH:6][C:5]([N:8]2[CH2:12][CH2:11][CH2:10][CH:9]2[C:13]2[CH:14]=[C:15]([C:30]([OH:32])=[O:31])[CH:16]=[C:17]3[C:22]=2[O:21][C:20]([N:23]2[CH2:24][CH2:25][O:26][CH2:27][CH2:28]2)=[CH:19][C:18]3=[O:29])=[CH:4][CH:3]=1. The yield is 0.820. (2) The reactants are [O:1]1[CH2:6][CH2:5][N:4]([C:7]2[N:12]=[C:11]([N:13]3[CH2:18][CH2:17][O:16][CH2:15][CH2:14]3)[N:10]=[C:9]([C:19]3[CH:24]=[CH:23][C:22]([NH:25][C:26]([NH:28][C:29]4[CH:34]=[CH:33][C:32]([C:35]([N:37]5[CH2:42][CH2:41][N:40]([CH3:43])[CH2:39][CH2:38]5)=[O:36])=[CH:31][CH:30]=4)=[O:27])=[CH:21][CH:20]=3)[N:8]=2)[CH2:3][CH2:2]1.CO.[ClH:46]. The catalyst is O1CCOCC1. The product is [ClH:46].[O:1]1[CH2:2][CH2:3][N:4]([C:7]2[N:12]=[C:11]([N:13]3[CH2:18][CH2:17][O:16][CH2:15][CH2:14]3)[N:10]=[C:9]([C:19]3[CH:24]=[CH:23][C:22]([NH:25][C:26]([NH:28][C:29]4[CH:30]=[CH:31][C:32]([C:35]([N:37]5[CH2:38][CH2:39][N:40]([CH3:43])[CH2:41][CH2:42]5)=[O:36])=[CH:33][CH:34]=4)=[O:27])=[CH:21][CH:20]=3)[N:8]=2)[CH2:5][CH2:6]1. The yield is 1.00. (3) The reactants are C[O:2][C:3](=O)[CH:4]([CH:11]1[CH2:16][CH2:15][CH2:14][CH2:13][CH2:12]1)[C:5]1[CH:10]=[CH:9][CH:8]=[CH:7][CH:6]=1.[H-].[Al+3].[Li+].[H-].[H-].[H-].[OH-].[K+]. The catalyst is C1COCC1. The product is [CH:11]1([CH:4]([C:5]2[CH:6]=[CH:7][CH:8]=[CH:9][CH:10]=2)[CH2:3][OH:2])[CH2:16][CH2:15][CH2:14][CH2:13][CH2:12]1. The yield is 0.970. (4) The yield is 0.480. The product is [C:38]([O:37][CH:35]([O:51][C:49]([NH:11][CH2:10][CH:5]([CH2:4][CH:2]([CH3:1])[CH3:3])[CH2:6][C:7]([OH:9])=[O:8])=[O:50])[CH3:36])(=[O:42])[CH:39]([CH3:40])[CH3:41]. The reactants are [CH3:1][CH:2]([CH2:4][C@H:5]([CH2:10][NH2:11])[CH2:6][C:7]([OH:9])=[O:8])[CH3:3].C(N(CC)CC)C.C[Si](C)(C)Cl.C(=O)([O-])OC1C=CC([N+]([O-])=O)=CC=1[CH:35]([O:37][C:38](=[O:42])[CH:39]([CH3:41])[CH3:40])[CH3:36].C(O)(=O)CC(CC(O)=O)([C:49]([OH:51])=[O:50])O. The catalyst is ClCCl. (5) The reactants are [C:1]([NH:4][C:5]1[N:10]=[CH:9][C:8]([NH:11][C:12](=[O:19])OCC(Cl)(Cl)Cl)=[CH:7][CH:6]=1)(=[O:3])[CH3:2].[C:20]1([C:32]2[CH:37]=[CH:36][CH:35]=[CH:34][CH:33]=2)[CH:25]=[CH:24][CH:23]=[C:22]([N:26]2[CH2:31][CH2:30][NH:29][CH2:28][CH2:27]2)[CH:21]=1.C(N(C(C)C)CC)(C)C.O. The catalyst is CS(C)=O. The product is [C:1]([NH:4][C:5]1[N:10]=[CH:9][C:8]([NH:11][C:12]([N:29]2[CH2:30][CH2:31][N:26]([C:22]3[CH:21]=[C:20]([C:32]4[CH:33]=[CH:34][CH:35]=[CH:36][CH:37]=4)[CH:25]=[CH:24][CH:23]=3)[CH2:27][CH2:28]2)=[O:19])=[CH:7][CH:6]=1)(=[O:3])[CH3:2]. The yield is 0.180. (6) The reactants are [N:1]([C@H:4]1[C@@H:9]([CH3:10])[CH2:8][N:7]([C:11]2[CH:16]=[CH:15][N:14]=[CH:13][C:12]=2[N:17]([C:25]([O:27][C:28]([CH3:31])([CH3:30])[CH3:29])=[O:26])[C:18]([O:20][C:21]([CH3:24])([CH3:23])[CH3:22])=[O:19])[CH2:6][C@H:5]1[NH:32][C:33]([O:35][C:36]([CH3:39])([CH3:38])[CH3:37])=[O:34])=[N+:2]=[N-:3].[CH:40](OC(=O)C)=[CH2:41]. No catalyst specified. The product is [C:36]([O:35][C:33]([NH:32][C@H:5]1[C@@H:4]([N:1]2[CH:41]=[CH:40][N:3]=[N:2]2)[C@@H:9]([CH3:10])[CH2:8][N:7]([C:11]2[CH:16]=[CH:15][N:14]=[CH:13][C:12]=2[N:17]([C:25]([O:27][C:28]([CH3:29])([CH3:31])[CH3:30])=[O:26])[C:18]([O:20][C:21]([CH3:24])([CH3:23])[CH3:22])=[O:19])[CH2:6]1)=[O:34])([CH3:38])([CH3:37])[CH3:39]. The yield is 0.210. (7) The reactants are [H-].[Na+].[Cl:3][C:4]1[CH:9]=[CH:8][CH:7]=[C:6]([Cl:10])[C:5]=1[C:11]1[C:15]([CH2:16][O:17][C:18]2[CH:19]=[C:20]3[C:24](=[CH:25][CH:26]=2)[NH:23][CH:22]=[CH:21]3)=[C:14]([CH:27]([CH3:29])[CH3:28])[O:13][N:12]=1.Br[CH2:31][C:32]1[CH:33]=[C:34]([CH:37]=[CH:38][CH:39]=1)[C:35]#[N:36].C(OCC)(=O)C. The catalyst is CN(C)C=O.O. The product is [Cl:3][C:4]1[CH:9]=[CH:8][CH:7]=[C:6]([Cl:10])[C:5]=1[C:11]1[C:15]([CH2:16][O:17][C:18]2[CH:19]=[C:20]3[C:24](=[CH:25][CH:26]=2)[N:23]([CH2:31][C:32]2[CH:33]=[C:34]([CH:37]=[CH:38][CH:39]=2)[C:35]#[N:36])[CH:22]=[CH:21]3)=[C:14]([CH:27]([CH3:29])[CH3:28])[O:13][N:12]=1. The yield is 0.750. (8) The reactants are [CH3:1][O:2][C:3](=[O:15])[C:4]1[C:5](=[CH:9][CH:10]=[C:11]([O:13][CH3:14])[CH:12]=1)[C:6]([OH:8])=O.C(Cl)(=O)C(Cl)=O.COC(=O)C1C=C(Cl)C=CC=1C(Cl)=O.O[NH:37][C:38](=[NH:40])[CH3:39]. The catalyst is C(Cl)Cl.CN(C=O)C.N1C=CC=CC=1.CCOC(C)=O. The product is [CH3:1][O:2][C:3](=[O:15])[C:4]1[CH:12]=[C:11]([O:13][CH3:14])[CH:10]=[CH:9][C:5]=1[C:6]1[O:8][N:40]=[C:38]([CH3:39])[N:37]=1. The yield is 0.600.